From a dataset of Forward reaction prediction with 1.9M reactions from USPTO patents (1976-2016). Predict the product of the given reaction. (1) The product is: [F:6][C:2]([F:7])([CH3:32])[CH2:3][N:29]1[CH2:30][CH2:31][CH:26]([CH2:25][O:24][C:21]2[CH:22]=[CH:23][C:18]([C:15]3[CH:14]=[CH:13][C:12]([S:9]([CH3:8])(=[O:11])=[O:10])=[CH:17][CH:16]=3)=[CH:19][CH:20]=2)[CH2:27][CH2:28]1. Given the reactants F[C:2]([F:7])([F:6])[C:3](O)=O.[CH3:8][S:9]([C:12]1[CH:17]=[CH:16][C:15]([C:18]2[CH:23]=[CH:22][C:21]([O:24][CH2:25][CH:26]3[CH2:31][CH2:30][NH:29][CH2:28][CH2:27]3)=[CH:20][CH:19]=2)=[CH:14][CH:13]=1)(=[O:11])=[O:10].[CH3:32]S(C1C=CC(C2C=CC(OCC3CCN(CC(=O)C)CC3)=CC=2)=CC=1)(=O)=O.ClCC(=O)C.C([O-])([O-])=O.[K+].[K+], predict the reaction product. (2) Given the reactants [C:1]([N:4]1[C:13]2[C:8](=[CH:9][C:10]([C:14]3[CH:19]=[CH:18][C:17]([CH:20]=O)=[CH:16][CH:15]=3)=[CH:11][CH:12]=2)[C@H:7]([NH:22][C:23](=[O:28])[O:24][CH:25]([CH3:27])[CH3:26])[CH2:6][C@@H:5]1[CH3:29])(=[O:3])[CH3:2].[CH3:30][NH2:31].C1COCC1.[BH4-].[Na+], predict the reaction product. The product is: [C:1]([N:4]1[C:13]2[C:8](=[CH:9][C:10]([C:14]3[CH:19]=[CH:18][C:17]([CH2:20][NH:31][CH3:30])=[CH:16][CH:15]=3)=[CH:11][CH:12]=2)[C@H:7]([NH:22][C:23](=[O:28])[O:24][CH:25]([CH3:27])[CH3:26])[CH2:6][C@@H:5]1[CH3:29])(=[O:3])[CH3:2]. (3) Given the reactants [CH3:1][S:2][C:3]1[N:10]2[C:6]([S:7][CH:8]=[CH:9]2)=[C:5]([S:11][CH3:12])[N:4]=1.C([Li])CCC.CCCCCC.[CH2:24]([Sn:28](Cl)([CH2:33][CH2:34][CH2:35][CH3:36])[CH2:29][CH2:30][CH2:31][CH3:32])[CH2:25][CH2:26][CH3:27].C(OCC)(=O)C, predict the reaction product. The product is: [CH3:1][S:2][C:3]1[N:10]2[C:6]([S:7][C:8]([Sn:28]([CH2:29][CH2:30][CH2:31][CH3:32])([CH2:33][CH2:34][CH2:35][CH3:36])[CH2:24][CH2:25][CH2:26][CH3:27])=[CH:9]2)=[C:5]([S:11][CH3:12])[N:4]=1. (4) Given the reactants CS([C:5]1[N:17]=[C:8]2[N:9]=[C:10]([CH2:15][CH3:16])[CH:11]=[C:12]([CH2:13][CH3:14])[N:7]2[N:6]=1)(=O)=O.[O:18]([CH2:25][CH2:26][NH2:27])[C:19]1[CH:24]=[CH:23][CH:22]=[CH:21][CH:20]=1, predict the reaction product. The product is: [CH2:15]([C:10]1[CH:11]=[C:12]([CH2:13][CH3:14])[N:7]2[N:6]=[C:5]([NH:27][CH2:26][CH2:25][O:18][C:19]3[CH:24]=[CH:23][CH:22]=[CH:21][CH:20]=3)[N:17]=[C:8]2[N:9]=1)[CH3:16]. (5) Given the reactants [N:1](OCCC(C)C)=O.[CH2:9]([O:11][C:12](=[O:35])[C@@H:13]([CH2:20][C:21]1[CH:26]=[C:25]([Cl:27])[C:24]([NH2:28])=[C:23]([CH3:29])[C:22]=1[CH2:30][O:31][C:32](=[O:34])[CH3:33])[CH2:14][C:15]([O:17][CH2:18][CH3:19])=[O:16])[CH3:10].C([O-])(=O)C.[K+], predict the reaction product. The product is: [CH2:9]([O:11][C:12](=[O:35])[C@@H:13]([CH2:20][C:21]1[C:22]([CH2:30][O:31][C:32](=[O:34])[CH3:33])=[C:23]2[C:24](=[C:25]([Cl:27])[CH:26]=1)[NH:28][N:1]=[CH:29]2)[CH2:14][C:15]([O:17][CH2:18][CH3:19])=[O:16])[CH3:10]. (6) Given the reactants [N:1]1([CH2:6][C:7]2[N:12]=[C:11]([NH:13]C(=O)OC(C)(C)C)[CH:10]=[CH:9][CH:8]=2)[CH2:5][CH2:4][CH2:3][CH2:2]1.C(O)(C(F)(F)F)=[O:22], predict the reaction product. The product is: [O:22]1[CH2:4][CH2:5][N:1]([CH2:6][C:7]2[N:12]=[C:11]([NH2:13])[CH:10]=[CH:9][CH:8]=2)[CH2:2][CH2:3]1.